Dataset: Catalyst prediction with 721,799 reactions and 888 catalyst types from USPTO. Task: Predict which catalyst facilitates the given reaction. (1) Reactant: C([O:8][C:9]1[CH:14]=[CH:13][C:12]([C@@H:15]2[C@@H:18]([CH2:19][CH2:20][C:21](OC)=[O:22])[C:17](=[O:25])[N:16]2[C:26]2[CH:31]=[CH:30][C:29]([F:32])=[CH:28][CH:27]=2)=[CH:11][CH:10]=1)C1C=CC=CC=1.Cl.[CH3:34][NH:35][O:36][CH3:37].[CH:38]([Mg]Cl)([CH3:40])[CH3:39].[NH4+].[Cl-].[CH2:45]1[CH2:49]O[CH2:47][CH2:46]1. Product: [CH2:39]([O:8][C:9]1[CH:14]=[CH:13][C:12]([C@@H:15]2[C@@H:18]([CH2:19][CH2:20][C:21]([N:35]([O:36][CH3:37])[CH3:34])=[O:22])[C:17](=[O:25])[N:16]2[C:26]2[CH:31]=[CH:30][C:29]([F:32])=[CH:28][CH:27]=2)=[CH:11][CH:10]=1)[C:38]1[CH:40]=[CH:47][CH:46]=[CH:45][CH:49]=1. The catalyst class is: 13. (2) Reactant: I[C:2]1[C:3](=[O:11])[O:4][C:5]([CH3:10])([CH3:9])[O:6][C:7]=1[CH3:8].[F:12][C:13]1[C:18](B(O)O)=[CH:17][CH:16]=[CH:15][N:14]=1.C(=O)([O-])[O-].[Na+].[Na+].O1CCCC1. Product: [F:12][C:13]1[C:18]([C:2]2[C:3](=[O:11])[O:4][C:5]([CH3:10])([CH3:9])[O:6][C:7]=2[CH3:8])=[CH:17][CH:16]=[CH:15][N:14]=1. The catalyst class is: 6. (3) Reactant: [N:1]1[N:2]=[CH:3][N:4]([CH:6]2[C@@H:11]3[C@H:7]2[CH2:8][N:9](C(OC(C)(C)C)=O)[CH2:10]3)[CH:5]=1.[ClH:19]. Product: [ClH:19].[N:1]1[N:2]=[CH:3][N:4]([CH:6]2[C@@H:7]3[C@H:11]2[CH2:10][NH:9][CH2:8]3)[CH:5]=1. The catalyst class is: 282. (4) Reactant: Cl.[NH2:2][C:3]1([CH2:8][C:9]([O:11][CH2:12][C:13]2[CH:18]=[CH:17][CH:16]=[CH:15][CH:14]=2)=[O:10])[CH2:7][CH2:6][CH2:5][CH2:4]1.[CH2:19]([O:26][C:27](=[O:46])[CH:28]([CH2:33][C:34]1[CH:39]=[CH:38][C:37]([C:40]2[CH:45]=[CH:44][CH:43]=[CH:42][CH:41]=2)=[CH:36][CH:35]=1)[CH2:29][C:30](O)=[O:31])[C:20]1[CH:25]=[CH:24][CH:23]=[CH:22][CH:21]=1.CCN=C=NCCCN(C)C.Cl.ON1C2N=CC=CC=2N=N1.CCN(C(C)C)C(C)C. Product: [CH2:12]([O:11][C:9](=[O:10])[CH2:8][C:3]1([NH:2][C:30](=[O:31])[CH2:29][CH:28]([CH2:33][C:34]2[CH:35]=[CH:36][C:37]([C:40]3[CH:41]=[CH:42][CH:43]=[CH:44][CH:45]=3)=[CH:38][CH:39]=2)[C:27]([O:26][CH2:19][C:20]2[CH:25]=[CH:24][CH:23]=[CH:22][CH:21]=2)=[O:46])[CH2:7][CH2:6][CH2:5][CH2:4]1)[C:13]1[CH:14]=[CH:15][CH:16]=[CH:17][CH:18]=1. The catalyst class is: 3. (5) Reactant: [Br:1][CH2:2][CH2:3][CH2:4][OH:5].[Br:6][CH:7]([CH3:11])[C:8](Br)=[O:9].C([O-])([O-])=O.[Na+].[Na+]. Product: [Br:1][CH2:2][CH2:3][CH2:4][O:5][C:8](=[O:9])[CH:7]([Br:6])[CH3:11]. The catalyst class is: 11. (6) Reactant: C1CN([P+](ON2N=NC3C=CC=CC2=3)(N2CCCC2)N2CCCC2)CC1.F[P-](F)(F)(F)(F)F.[NH2:34][CH:35]1[CH2:40][CH2:39][CH2:38][N:37]([C:41]([O:43][C:44]([CH3:47])([CH3:46])[CH3:45])=[O:42])[CH2:36]1.[Cl:48][C:49]1[CH:54]=[CH:53][C:52]([C:55]2[N:56]=[CH:57][C:58]([C:68](O)=[O:69])=[N:59][C:60]=2[C:61]2[CH:66]=[CH:65][C:64]([Cl:67])=[CH:63][CH:62]=2)=[CH:51][CH:50]=1.O. Product: [Cl:48][C:49]1[CH:50]=[CH:51][C:52]([C:55]2[N:56]=[CH:57][C:58]([C:68]([NH:34][CH:35]3[CH2:40][CH2:39][CH2:38][N:37]([C:41]([O:43][C:44]([CH3:47])([CH3:46])[CH3:45])=[O:42])[CH2:36]3)=[O:69])=[N:59][C:60]=2[C:61]2[CH:66]=[CH:65][C:64]([Cl:67])=[CH:63][CH:62]=2)=[CH:53][CH:54]=1. The catalyst class is: 2.